From a dataset of NCI-60 drug combinations with 297,098 pairs across 59 cell lines. Regression. Given two drug SMILES strings and cell line genomic features, predict the synergy score measuring deviation from expected non-interaction effect. (1) Drug 1: C1=CC=C(C=C1)NC(=O)CCCCCCC(=O)NO. Drug 2: COCCOC1=C(C=C2C(=C1)C(=NC=N2)NC3=CC=CC(=C3)C#C)OCCOC.Cl. Cell line: NCI-H322M. Synergy scores: CSS=23.1, Synergy_ZIP=-1.19, Synergy_Bliss=3.29, Synergy_Loewe=-4.84, Synergy_HSA=1.78. (2) Drug 1: CC(C1=C(C=CC(=C1Cl)F)Cl)OC2=C(N=CC(=C2)C3=CN(N=C3)C4CCNCC4)N. Drug 2: COCCOC1=C(C=C2C(=C1)C(=NC=N2)NC3=CC=CC(=C3)C#C)OCCOC.Cl. Cell line: UO-31. Synergy scores: CSS=19.2, Synergy_ZIP=-2.98, Synergy_Bliss=4.43, Synergy_Loewe=6.41, Synergy_HSA=6.65. (3) Drug 1: CCCCCOC(=O)NC1=NC(=O)N(C=C1F)C2C(C(C(O2)C)O)O. Drug 2: CC(C)NC(=O)C1=CC=C(C=C1)CNNC.Cl. Cell line: NCI-H522. Synergy scores: CSS=-1.44, Synergy_ZIP=-0.0512, Synergy_Bliss=-2.83, Synergy_Loewe=-7.19, Synergy_HSA=-5.47.